From a dataset of TCR-epitope binding with 47,182 pairs between 192 epitopes and 23,139 TCRs. Binary Classification. Given a T-cell receptor sequence (or CDR3 region) and an epitope sequence, predict whether binding occurs between them. (1) The epitope is TVYDPLQPELDSFK. The TCR CDR3 sequence is CASSRDRGTGELFF. Result: 1 (the TCR binds to the epitope). (2) The epitope is MPASWVMRI. The TCR CDR3 sequence is CATSDKSGGYLDEQFF. Result: 0 (the TCR does not bind to the epitope). (3) The epitope is VLAWLYAAV. The TCR CDR3 sequence is CASKDRTQETQYF. Result: 1 (the TCR binds to the epitope).